Dataset: Full USPTO retrosynthesis dataset with 1.9M reactions from patents (1976-2016). Task: Predict the reactants needed to synthesize the given product. (1) The reactants are: C([O:3][C:4](=O)[CH2:5][C@H:6]([NH:10][C:11]([O:13][CH2:14][C:15]1[CH:20]=[CH:19][CH:18]=[CH:17][CH:16]=1)=[O:12])[CH:7]([CH3:9])[CH3:8])C.[NH3:22]. Given the product [CH2:14]([O:13][C:11]([NH:10][C@H:6]([CH:7]([CH3:9])[CH3:8])[CH2:5][C:4]([NH2:22])=[O:3])=[O:12])[C:15]1[CH:20]=[CH:19][CH:18]=[CH:17][CH:16]=1, predict the reactants needed to synthesize it. (2) Given the product [Cl:1][C:2]1[CH:8]=[C:7]([Cl:9])[CH:6]=[C:4]2[C:3]=1[CH:22]([C:21]1[CH:24]=[CH:25][C:18]([CH3:17])=[CH:19][CH:20]=1)[CH2:23][CH:11]([C:10]([OH:14])=[O:13])[NH:5]2, predict the reactants needed to synthesize it. The reactants are: [Cl:1][C:2]1[CH:3]=[C:4]([CH:6]=[C:7]([Cl:9])[CH:8]=1)[NH2:5].[C:10]([O:14]CC)(=[O:13])[CH:11]=O.[CH3:17][C:18]1[CH:25]=[CH:24][C:21]([CH:22]=[CH2:23])=[CH:20][CH:19]=1.FC(F)(F)C(O)=O.[OH-].[Na+]. (3) Given the product [CH3:25][O:24][C:22]([C@@H:13]1[CH2:12][C@@H:11]([S:8]([C:3]2[CH:4]=[CH:5][CH:6]=[CH:7][C:2]=2[Cl:1])(=[O:9])=[O:10])[CH2:15][N:14]1[C:16]1[N:33]([CH:30]2[CH2:31][CH2:32][O:27][CH2:28][CH2:29]2)[N:34]=[C:18]([CH3:19])[CH:17]=1)=[O:23], predict the reactants needed to synthesize it. The reactants are: [Cl:1][C:2]1[CH:7]=[CH:6][CH:5]=[CH:4][C:3]=1[S:8]([C@H:11]1[CH2:15][N:14]([C:16](=S)[CH2:17][C:18](=O)[CH3:19])[C@H:13]([C:22]([O:24][CH3:25])=[O:23])[CH2:12]1)(=[O:10])=[O:9].Cl.[O:27]1[CH2:32][CH2:31][CH:30]([NH:33][NH2:34])[CH2:29][CH2:28]1. (4) Given the product [Br:1][C:2]1[CH:7]=[CH:6][C:5]([C:8]2[C:12]3[CH:13]=[CH:14][C:15]([O:17][CH2:18][CH2:19][CH2:20][N:22]4[CH2:27][CH2:26][O:25][CH2:24][CH2:23]4)=[CH:16][C:11]=3[S:10][N:9]=2)=[CH:4][CH:3]=1, predict the reactants needed to synthesize it. The reactants are: [Br:1][C:2]1[CH:7]=[CH:6][C:5]([C:8]2[C:12]3[CH:13]=[CH:14][C:15]([O:17][CH2:18][CH2:19][CH2:20]Br)=[CH:16][C:11]=3[S:10][N:9]=2)=[CH:4][CH:3]=1.[NH:22]1[CH2:27][CH2:26][O:25][CH2:24][CH2:23]1. (5) Given the product [CH3:9][C:3]1[C:2]([C:18]2[CH:19]=[N:20][N:21]([C:23]([C:30]3[CH:35]=[CH:34][CH:33]=[CH:32][CH:31]=3)([C:24]3[CH:25]=[CH:26][CH:27]=[CH:28][CH:29]=3)[C:36]3[CH:41]=[CH:40][CH:39]=[CH:38][CH:37]=3)[CH:22]=2)=[CH:7][N:6]=[C:5]([NH2:8])[CH:4]=1, predict the reactants needed to synthesize it. The reactants are: Br[C:2]1[C:3]([CH3:9])=[CH:4][C:5]([NH2:8])=[N:6][CH:7]=1.CC1(C)C(C)(C)OB([C:18]2[CH:19]=[N:20][N:21]([C:23]([C:36]3[CH:41]=[CH:40][CH:39]=[CH:38][CH:37]=3)([C:30]3[CH:35]=[CH:34][CH:33]=[CH:32][CH:31]=3)[C:24]3[CH:29]=[CH:28][CH:27]=[CH:26][CH:25]=3)[CH:22]=2)O1. (6) Given the product [O:32]=[C:33]1[NH:1][C:2]2[CH:30]=[CH:29][C:5]([C:6]([N:8]3[CH2:9][C:10]4([CH2:12][CH2:13][N:14]([C:17]([O:19][CH2:20][C:21]5[CH:26]=[C:25]([Cl:27])[CH:24]=[C:23]([Cl:28])[CH:22]=5)=[O:18])[CH2:15][CH2:16]4)[CH2:11]3)=[O:7])=[CH:4][C:3]=2[O:31]1, predict the reactants needed to synthesize it. The reactants are: [NH2:1][C:2]1[CH:30]=[CH:29][C:5]([C:6]([N:8]2[CH2:11][C:10]3([CH2:16][CH2:15][N:14]([C:17]([O:19][CH2:20][C:21]4[CH:26]=[C:25]([Cl:27])[CH:24]=[C:23]([Cl:28])[CH:22]=4)=[O:18])[CH2:13][CH2:12]3)[CH2:9]2)=[O:7])=[CH:4][C:3]=1[OH:31].[O:32]1CCC[CH2:33]1. (7) The reactants are: [F:1][C:2]1[CH:3]=[CH:4][C:5]([O:28][CH3:29])=[C:6]([C:8]2[N:12]=[C:11]([C:13]3[CH:18]=[CH:17][C:16]([C:19]4[CH:24]=[CH:23][CH:22]=[CH:21][C:20]=4[CH3:25])=[C:15]([CH2:26]O)[CH:14]=3)[O:10][N:9]=2)[CH:7]=1.[CH2:30]([N:32](C(C)C)[CH:33](C)C)C.CS(Cl)(=O)=O.CNC. Given the product [F:1][C:2]1[CH:3]=[CH:4][C:5]([O:28][CH3:29])=[C:6]([C:8]2[N:12]=[C:11]([C:13]3[CH:18]=[CH:17][C:16]([C:19]4[CH:24]=[CH:23][CH:22]=[CH:21][C:20]=4[CH3:25])=[C:15]([CH2:26][N:32]([CH3:33])[CH3:30])[CH:14]=3)[O:10][N:9]=2)[CH:7]=1, predict the reactants needed to synthesize it. (8) Given the product [C:46]([O:45][C:44]([N:43]=[C:34]([NH:35][C:36]([O:37][C:38]([CH3:41])([CH3:40])[CH3:39])=[O:42])[NH:1][CH:2]([C:13]1[CH:17]=[N:16][N:15]2[CH2:18][CH2:19][NH:20][C:14]=12)[CH2:3][CH2:4][NH:5][C:6](=[O:12])[O:7][C:8]([CH3:10])([CH3:11])[CH3:9])=[O:50])([CH3:49])([CH3:48])[CH3:47], predict the reactants needed to synthesize it. The reactants are: [NH2:1][CH:2]([C:13]1[CH:17]=[N:16][N:15]2[CH2:18][CH2:19][NH:20][C:14]=12)[CH2:3][CH2:4][NH:5][C:6](=[O:12])[O:7][C:8]([CH3:11])([CH3:10])[CH3:9].C(N(CC)CC)C.FC(F)(F)S(N=[C:34]([NH:43][C:44](=[O:50])[O:45][C:46]([CH3:49])([CH3:48])[CH3:47])[NH:35][C:36](=[O:42])[O:37][C:38]([CH3:41])([CH3:40])[CH3:39])(=O)=O. (9) Given the product [C:1]1(=[O:9])[CH2:8][CH2:7][CH2:6][CH2:5][CH2:4][CH2:3][CH2:2]1.[CH:20]1([OH:21])[CH2:19][CH2:14][CH2:15][CH2:16][CH2:17][CH2:18][CH2:22]1.[C:22]1(=[O:25])[CH2:23][CH2:6][CH2:5][CH2:4][C:3](=[O:9])[CH2:2][CH2:1]1, predict the reactants needed to synthesize it. The reactants are: [CH2:1]1[CH2:8][CH2:7][CH2:6][CH2:5][CH2:4][CH2:3][CH2:2]1.[OH:9]N1[C:20](=[O:21])[C:19]2[C:14](=[CH:15][CH:16]=[CH:17][CH:18]=2)S1(=O)=O.[C:22]([OH:25])(=O)[CH3:23]. (10) Given the product [F:1][C:2]1[CH:10]=[C:9]2[C:5]([C:6](/[CH:30]=[CH:31]/[C:32]3[CH:33]=[N:34][CH:35]=[CH:36][CH:37]=3)=[N:7][N:8]2[C:11]([C:12]2[CH:13]=[CH:14][CH:15]=[CH:16][CH:17]=2)([C:18]2[CH:23]=[CH:22][CH:21]=[CH:20][CH:19]=2)[C:24]2[CH:25]=[CH:26][CH:27]=[CH:28][CH:29]=2)=[CH:4][C:3]=1[C:38]([NH:42][NH2:43])=[O:39], predict the reactants needed to synthesize it. The reactants are: [F:1][C:2]1[CH:10]=[C:9]2[C:5]([C:6](/[CH:30]=[CH:31]/[C:32]3[CH:33]=[N:34][CH:35]=[CH:36][CH:37]=3)=[N:7][N:8]2[C:11]([C:24]2[CH:29]=[CH:28][CH:27]=[CH:26][CH:25]=2)([C:18]2[CH:23]=[CH:22][CH:21]=[CH:20][CH:19]=2)[C:12]2[CH:17]=[CH:16][CH:15]=[CH:14][CH:13]=2)=[CH:4][C:3]=1[C:38](O)=[O:39].O.[NH2:42][NH2:43].